This data is from Forward reaction prediction with 1.9M reactions from USPTO patents (1976-2016). The task is: Predict the product of the given reaction. (1) Given the reactants [CH2:1]([O:3][C:4]1[CH:5]=[C:6]([CH:10]=[C:11]([F:13])[CH:12]=1)[C:7]([OH:9])=[O:8])[CH3:2].[Li+].CC([N-]C(C)C)C.[B:22](OC(C)C)([O:27]C(C)C)[O:23]C(C)C.Cl, predict the reaction product. The product is: [B:22]([C:12]1[C:11]([F:13])=[CH:10][C:6]([C:7]([OH:9])=[O:8])=[CH:5][C:4]=1[O:3][CH2:1][CH3:2])([OH:27])[OH:23]. (2) Given the reactants [CH2:1]([O:8][C:9]([NH:11][CH2:12][CH2:13][B-](F)(F)F)=[O:10])[C:2]1[CH:7]=[CH:6][CH:5]=[CH:4][CH:3]=1.[K+].C(=O)([O-])[O-].[Cs+].[Cs+].FC(F)(F)S(O[C:31]1[CH:40]=[CH:39][C:38]2[CH2:37][CH2:36][CH:35]([NH:41][C:42]([O:44][CH2:45][CH3:46])=[O:43])[CH:34]([CH2:47][C:48]3[CH:53]=[CH:52][CH:51]=[C:50]([Cl:54])[CH:49]=3)[C:33]=2[CH:32]=1)(=O)=O, predict the reaction product. The product is: [CH2:45]([O:44][C:42](=[O:43])[NH:41][CH:35]1[CH2:36][CH2:37][C:38]2[C:33](=[CH:32][C:31]([CH2:13][CH2:12][NH:11][C:9]([O:8][CH2:1][C:2]3[CH:7]=[CH:6][CH:5]=[CH:4][CH:3]=3)=[O:10])=[CH:40][CH:39]=2)[CH:34]1[CH2:47][C:48]1[CH:53]=[CH:52][CH:51]=[C:50]([Cl:54])[CH:49]=1)[CH3:46]. (3) Given the reactants ClC(Cl)(O[C:5](=[O:11])OC(Cl)(Cl)Cl)Cl.[S:13]1[C:17]2[CH:18]=[CH:19][CH:20]=[CH:21][C:16]=2[C:15]([N:22]2[CH2:27][CH2:26][N:25]([CH2:28][CH2:29][C@H:30]3[CH2:35][CH2:34][C@H:33]([NH2:36])[CH2:32][CH2:31]3)[CH2:24][CH2:23]2)=[N:14]1.C(N(CC)CC)C.[NH2:44][C:45]1[CH:50]=[CH:49][CH:48]=[CH:47][CH:46]=1, predict the reaction product. The product is: [S:13]1[C:17]2[CH:18]=[CH:19][CH:20]=[CH:21][C:16]=2[C:15]([N:22]2[CH2:23][CH2:24][N:25]([CH2:28][CH2:29][C@H:30]3[CH2:35][CH2:34][C@H:33]([NH:36][C:5]([NH:44][C:45]4[CH:50]=[CH:49][CH:48]=[CH:47][CH:46]=4)=[O:11])[CH2:32][CH2:31]3)[CH2:26][CH2:27]2)=[N:14]1. (4) Given the reactants [F:1][C:2]([F:35])([F:34])[O:3][C:4]1[CH:9]=[CH:8][C:7]([CH:10]=[CH:11][C:12]2[O:13][CH:14]=[C:15]([CH2:17][O:18][C:19]3[CH:24]=[CH:23][C:22]([CH2:25][CH2:26][CH2:27][CH2:28][N:29]4[CH:33]=[CH:32][N:31]=[N:30]4)=[CH:21][CH:20]=3)[N:16]=2)=[CH:6][CH:5]=1.[CH3:36][S:37]([OH:40])(=[O:39])=[O:38].C(OCC)C, predict the reaction product. The product is: [CH3:36][S:37]([O-:40])(=[O:39])=[O:38].[F:34][C:2]([F:1])([F:35])[O:3][C:4]1[CH:9]=[CH:8][C:7]([CH:10]=[CH:11][C:12]2[O:13][CH:14]=[C:15]([CH2:17][O:18][C:19]3[CH:24]=[CH:23][C:22]([CH2:25][CH2:26][CH2:27][CH2:28][NH+:29]4[CH:33]=[CH:32][N:31]=[N:30]4)=[CH:21][CH:20]=3)[N:16]=2)=[CH:6][CH:5]=1. (5) Given the reactants C([O:5][C:6](=[O:63])[CH2:7][O:8][CH2:9][CH2:10][O:11][CH2:12][CH2:13][O:14][CH2:15][CH2:16][O:17][CH2:18][CH2:19][O:20][CH2:21][CH2:22][O:23][C:24]1[CH:29]=[CH:28][C:27]([O:30][CH2:31][CH2:32][O:33][CH2:34][CH2:35][O:36][CH2:37][CH2:38][O:39][CH2:40][CH2:41][O:42][CH2:43][CH2:44][N:45]([CH:50]2[C:62]3[CH:61]=[CH:60][CH:59]=[CH:58][C:57]=3[C:56]3[C:51]2=[CH:52][CH:53]=[CH:54][CH:55]=3)[C:46]([O:48][CH3:49])=[O:47])=[CH:26][CH:25]=1)(C)(C)C, predict the reaction product. The product is: [CH:52]1[C:51]2[CH:50]([N:45]([C:46]([O:48][CH3:49])=[O:47])[CH2:44][CH2:43][O:42][CH2:41][CH2:40][O:39][CH2:38][CH2:37][O:36][CH2:35][CH2:34][O:33][CH2:32][CH2:31][O:30][C:27]3[CH:26]=[CH:25][C:24]([O:23][CH2:22][CH2:21][O:20][CH2:19][CH2:18][O:17][CH2:16][CH2:15][O:14][CH2:13][CH2:12][O:11][CH2:10][CH2:9][O:8][CH2:7][C:6]([OH:63])=[O:5])=[CH:29][CH:28]=3)[C:62]3[C:57](=[CH:58][CH:59]=[CH:60][CH:61]=3)[C:56]=2[CH:55]=[CH:54][CH:53]=1.